Task: Predict the reaction yield, written as a fraction of the theoretical maximum amount of product (1.0 means a 100% yield; for example, 0.34 means a 34% yield).. Dataset: Reaction yield outcomes from USPTO patents with 853,638 reactions (1) The reactants are [Cl:1][C:2]1[CH:7]=[C:6]([N+:8]([O-:10])=[O:9])[C:5]([CH3:11])=[CH:4][C:3]=1Cl.[NH:13]1[CH2:18][CH2:17][O:16][CH2:15][CH2:14]1.C(OCCOCC)C. The catalyst is CCOC(C)=O.CCO. The product is [Cl:1][C:2]1[CH:7]=[C:6]([N+:8]([O-:10])=[O:9])[C:5]([CH3:11])=[CH:4][C:3]=1[N:13]1[CH2:18][CH2:17][O:16][CH2:15][CH2:14]1. The yield is 0.540. (2) The yield is 1.00. The catalyst is O1CCCC1.CO. The reactants are [OH-].[Na+].[N:3]1[CH:8]=[CH:7][CH:6]=[CH:5][C:4]=1[C:9]#[C:10][C:11]1[CH:12]=[C:13]([CH:18]=[CH:19][C:20]=1[C:21]([F:24])([F:23])[F:22])[C:14]([O:16]C)=[O:15].Cl.[Cl-].[Na+]. The product is [N:3]1[CH:8]=[CH:7][CH:6]=[CH:5][C:4]=1[C:9]#[C:10][C:11]1[CH:12]=[C:13]([CH:18]=[CH:19][C:20]=1[C:21]([F:22])([F:23])[F:24])[C:14]([OH:16])=[O:15]. (3) The reactants are CC([N:5]([C@H:9]([CH2:18]O)[CH2:10][C:11]1[CH:16]=[CH:15][C:14]([Br:17])=[CH:13][CH:12]=1)[C:6](=[O:8])[O-:7])(C)C.C1(P([C:33]2[CH:38]=[CH:37]C=CC=2)C2C=CC=CC=2)C=CC=CC=1.[C:39]1(=[O:49])[NH:43][C:42](=[O:44])[C:41]2=[CH:45][CH:46]=[CH:47][CH:48]=[C:40]12.N(C(OC(C)C)=O)=N[C:52](OC(C)C)=O. The catalyst is O1CCCC1. The product is [Br:17][C:14]1[CH:13]=[CH:12][C:11]([CH2:10][C@H:9]([NH:5][C:6](=[O:8])[O:7][C:38]([CH3:37])([CH3:33])[CH3:52])[CH2:18][N:43]2[C:39](=[O:49])[C:40]3[C:41](=[CH:45][CH:46]=[CH:47][CH:48]=3)[C:42]2=[O:44])=[CH:16][CH:15]=1. The yield is 0.570.